Predict the product of the given reaction. From a dataset of Forward reaction prediction with 1.9M reactions from USPTO patents (1976-2016). Given the reactants [CH3:1][C:2]1[CH:7]=[CH:6][CH:5]=[C:4]([CH3:8])[C:3]=1[NH:9][C:10]([NH:12][C:13]1[C:14]([C:23](O)=[O:24])=[CH:15][C:16]2[C:21]([CH:22]=1)=[CH:20][CH:19]=[CH:18][CH:17]=2)=[O:11].CN(C(ON1N=NC2C=CC=NC1=2)=[N+](C)C)C.F[P-](F)(F)(F)(F)F.CCN(C(C)C)C(C)C.Cl.[CH3:60][O:61][C:62](=[O:66])[CH2:63][CH2:64][NH2:65], predict the reaction product. The product is: [CH3:8][C:4]1[CH:5]=[CH:6][CH:7]=[C:2]([CH3:1])[C:3]=1[NH:9][C:10]([NH:12][C:13]1[C:14]([C:23]([NH:65][CH2:64][CH2:63][C:62]([O:61][CH3:60])=[O:66])=[O:24])=[CH:15][C:16]2[C:21]([CH:22]=1)=[CH:20][CH:19]=[CH:18][CH:17]=2)=[O:11].